This data is from NCI-60 drug combinations with 297,098 pairs across 59 cell lines. The task is: Regression. Given two drug SMILES strings and cell line genomic features, predict the synergy score measuring deviation from expected non-interaction effect. (1) Drug 1: C1CCC(CC1)NC(=O)N(CCCl)N=O. Drug 2: CC1C(C(CC(O1)OC2CC(CC3=C2C(=C4C(=C3O)C(=O)C5=CC=CC=C5C4=O)O)(C(=O)C)O)N)O. Cell line: MDA-MB-231. Synergy scores: CSS=41.4, Synergy_ZIP=-3.41, Synergy_Bliss=-2.04, Synergy_Loewe=-3.07, Synergy_HSA=0.955. (2) Cell line: CAKI-1. Drug 1: C1=CC=C(C(=C1)C(C2=CC=C(C=C2)Cl)C(Cl)Cl)Cl. Synergy scores: CSS=8.71, Synergy_ZIP=-6.70, Synergy_Bliss=1.11, Synergy_Loewe=-20.1, Synergy_HSA=-0.349. Drug 2: C1=NC2=C(N=C(N=C2N1C3C(C(C(O3)CO)O)F)Cl)N. (3) Synergy scores: CSS=14.4, Synergy_ZIP=12.9, Synergy_Bliss=14.8, Synergy_Loewe=2.21, Synergy_HSA=3.59. Drug 1: CCCCC(=O)OCC(=O)C1(CC(C2=C(C1)C(=C3C(=C2O)C(=O)C4=C(C3=O)C=CC=C4OC)O)OC5CC(C(C(O5)C)O)NC(=O)C(F)(F)F)O. Cell line: OVCAR-5. Drug 2: CN1C2=C(C=C(C=C2)N(CCCl)CCCl)N=C1CCCC(=O)O.Cl. (4) Drug 1: C1CN(P(=O)(OC1)NCCCl)CCCl. Drug 2: C(CN)CNCCSP(=O)(O)O. Cell line: BT-549. Synergy scores: CSS=0.352, Synergy_ZIP=-0.903, Synergy_Bliss=-4.19, Synergy_Loewe=-7.42, Synergy_HSA=-4.84. (5) Drug 1: CC12CCC3C(C1CCC2NC(=O)OCC(F)(F)F)CCC4C3(C=CC(=O)N4C)C. Drug 2: CCC1=CC2CC(C3=C(CN(C2)C1)C4=CC=CC=C4N3)(C5=C(C=C6C(=C5)C78CCN9C7C(C=CC9)(C(C(C8N6C)(C(=O)OC)O)OC(=O)C)CC)OC)C(=O)OC. Cell line: HT29. Synergy scores: CSS=68.6, Synergy_ZIP=1.28, Synergy_Bliss=1.82, Synergy_Loewe=-6.42, Synergy_HSA=2.04. (6) Drug 1: C1=CC=C(C=C1)NC(=O)CCCCCCC(=O)NO. Drug 2: CC(C)(C#N)C1=CC=C(C=C1)N2C3=C4C=C(C=CC4=NC=C3N(C2=O)C)C5=CC6=CC=CC=C6N=C5. Cell line: NCIH23. Synergy scores: CSS=77.7, Synergy_ZIP=3.10, Synergy_Bliss=1.06, Synergy_Loewe=0.0813, Synergy_HSA=4.04.